From a dataset of Forward reaction prediction with 1.9M reactions from USPTO patents (1976-2016). Predict the product of the given reaction. (1) Given the reactants [CH:1]1[C:10]2[C:5](=[CH:6][CH:7]=[CH:8][CH:9]=2)[CH:4]=[CH:3][C:2]=1[NH:11][C:12](=[O:18])[O:13][C:14]([CH3:17])([CH3:16])[CH3:15].C1C(=O)N([Br:26])C(=O)C1, predict the reaction product. The product is: [Br:26][C:1]1[C:10]2[C:5](=[CH:6][CH:7]=[CH:8][CH:9]=2)[CH:4]=[CH:3][C:2]=1[NH:11][C:12](=[O:18])[O:13][C:14]([CH3:15])([CH3:17])[CH3:16]. (2) Given the reactants [Si]([O:18][CH2:19][C@H:20]1[O:24][C@@H:23]([N:25]2[C:42]3[N:41]=[CH:40][N:39]=[C:29]([NH:30][C:31](=[O:38])[C:32]4[CH:37]=[CH:36][CH:35]=[CH:34][CH:33]=4)[C:28]=3[N:27]=[CH:26]2)[C@H:22]([O:43][CH2:44][CH2:45][O:46][N:47]([CH3:49])[CH3:48])[C@@H:21]1[OH:50])(C(C)(C)C)(C1C=CC=CC=1)C1C=CC=CC=1, predict the reaction product. The product is: [C:31]([NH:30][C:29]1[C:28]2[N:27]=[CH:26][N:25]([C:42]=2[N:41]=[CH:40][N:39]=1)[C@@H:23]1[O:24][C@H:20]([CH2:19][OH:18])[C@@H:21]([OH:50])[C@H:22]1[O:43][CH2:44][CH2:45][O:46][N:47]([CH3:49])[CH3:48])(=[O:38])[C:32]1[CH:33]=[CH:34][CH:35]=[CH:36][CH:37]=1.